From a dataset of Full USPTO retrosynthesis dataset with 1.9M reactions from patents (1976-2016). Predict the reactants needed to synthesize the given product. (1) Given the product [C:1]([NH:4][C:5]1[C:6]2[C:13]([Br:33])=[CH:12][N:11]([C@@H:14]3[O:26][C@H:25]([CH2:27][O:28][C:29](=[O:31])[CH3:30])[C@@H:20]([O:21][C:22](=[O:24])[CH3:23])[C@@:15]3([CH3:32])[O:16][C:17](=[O:19])[CH3:18])[C:7]=2[N:8]=[CH:9][N:10]=1)(=[O:3])[CH3:2], predict the reactants needed to synthesize it. The reactants are: [C:1]([NH:4][C:5]1[C:6]2[CH:13]=[CH:12][N:11]([C@@H:14]3[O:26][C@H:25]([CH2:27][O:28][C:29](=[O:31])[CH3:30])[C@@H:20]([O:21][C:22](=[O:24])[CH3:23])[C@@:15]3([CH3:32])[O:16][C:17](=[O:19])[CH3:18])[C:7]=2[N:8]=[CH:9][N:10]=1)(=[O:3])[CH3:2].[Br:33]N1C(=O)CCC1=O. (2) Given the product [CH3:19][O:18][C:12]1[CH:11]=[C:10]([C:3]2[CH:4]=[N:5][CH:6]=[C:7]([C:2]=2[C:25]2[CH:24]=[C:23]3[C:28](=[CH:27][CH:26]=2)[NH:20][CH:21]=[CH:22]3)[C:8]#[N:9])[CH:15]=[CH:14][C:13]=1[O:16][CH3:17], predict the reactants needed to synthesize it. The reactants are: Cl[C:2]1[C:7]([C:8]#[N:9])=[CH:6][N:5]=[CH:4][C:3]=1[C:10]1[CH:15]=[CH:14][C:13]([O:16][CH3:17])=[C:12]([O:18][CH3:19])[CH:11]=1.[NH:20]1[C:28]2[C:23](=[CH:24][C:25](B(O)O)=[CH:26][CH:27]=2)[CH:22]=[CH:21]1.C([O-])(O)=O.[Na+]. (3) Given the product [C:1]1([S:7]([N:10]2[C:18]3[CH:17]=[CH:16][CH:15]=[C:14]([CH:19]=[O:20])[C:13]=3[CH:12]=[N:11]2)(=[O:8])=[O:9])[CH:2]=[CH:3][CH:4]=[CH:5][CH:6]=1, predict the reactants needed to synthesize it. The reactants are: [C:1]1([S:7]([N:10]2[C:18]3[C:13](=[C:14]([CH2:19][OH:20])[CH:15]=[CH:16][CH:17]=3)[CH:12]=[N:11]2)(=[O:9])=[O:8])[CH:6]=[CH:5][CH:4]=[CH:3][CH:2]=1.CC(OI1(OC(C)=O)(OC(C)=O)OC(=O)C2C=CC=CC1=2)=O. (4) Given the product [NH2:1][C:4]1[CH:13]=[CH:12][CH:11]=[C:10]2[C:5]=1[CH:6]=[C:7]([C:14]([O:16][CH3:17])=[O:15])[N:8]=[CH:9]2, predict the reactants needed to synthesize it. The reactants are: [N+:1]([C:4]1[CH:13]=[CH:12][CH:11]=[C:10]2[C:5]=1[CH:6]=[C:7]([C:14]([O:16][CH3:17])=[O:15])[N:8]=[CH:9]2)([O-])=O.CO.C(Cl)Cl.